This data is from Catalyst prediction with 721,799 reactions and 888 catalyst types from USPTO. The task is: Predict which catalyst facilitates the given reaction. (1) Reactant: [CH2:1]([N:3]([CH2:20][CH3:21])[C:4](=[O:19])[C:5]1[CH:10]=[CH:9][C:8]([NH:11][CH2:12][CH2:13][O:14][CH3:15])=[C:7]([N+:16]([O-])=O)[CH:6]=1)[CH3:2].[CH3:22][CH2:23][O:24][C:25]([CH3:27])=O. Product: [CH2:23]([O:24][C:25]1[CH:27]=[CH:4][C:5]([CH2:10][C:9]2[N:11]([CH2:12][CH2:13][O:14][CH3:15])[C:8]3[CH:9]=[CH:10][C:5]([C:4]([N:3]([CH2:20][CH3:21])[CH2:1][CH3:2])=[O:19])=[CH:6][C:7]=3[N:16]=2)=[CH:6][CH:7]=1)[CH3:22]. The catalyst class is: 45. (2) Product: [C:14]([NH:18][CH2:2][C:3]([N:5]1[C@@H:9]([C:10]#[CH:11])[CH2:8][CH2:7][C@H:6]1[C:12]#[N:13])=[O:4])([CH3:17])([CH3:16])[CH3:15]. The catalyst class is: 10. Reactant: Cl[CH2:2][C:3]([N:5]1[C@@H:9]([C:10]#[CH:11])[CH2:8][CH2:7][C@H:6]1[C:12]#[N:13])=[O:4].[C:14]([NH2:18])([CH3:17])([CH3:16])[CH3:15].